This data is from Full USPTO retrosynthesis dataset with 1.9M reactions from patents (1976-2016). The task is: Predict the reactants needed to synthesize the given product. (1) Given the product [I:1][C:2]1[C:10]2[C:5](=[N:6][C:7]([CH3:11])=[CH:8][CH:9]=2)[N:4]([CH2:13][CH2:14][CH2:15][NH:16][C:17](=[O:20])[O:18][CH3:19])[N:3]=1, predict the reactants needed to synthesize it. The reactants are: [I:1][C:2]1[C:10]2[C:5](=[N:6][C:7]([CH3:11])=[CH:8][CH:9]=2)[NH:4][N:3]=1.Br[CH2:13][CH2:14][CH2:15][NH:16][C:17](=[O:20])[O:18][CH3:19]. (2) Given the product [Cl:1][C:2]1[CH:3]=[C:4]2[C:8](=[C:9]([C:11]3[N:16]=[CH:15][N:14]([C@@H:55]4[C:71]5[CH:72]=[C:67]([CH:68]=[CH:69][CH:70]=5)[C:66]5[N:65]([CH:73]([F:75])[F:74])[N:64]=[CH:63][C:62]=5[NH:61][C:60](=[O:76])[C@H:59]([CH3:77])[CH2:58][CH2:57][CH2:56]4)[C:13](=[O:17])[CH:12]=3)[CH:10]=1)[N:7]([CH3:18])[N:6]=[CH:5]2, predict the reactants needed to synthesize it. The reactants are: [Cl:1][C:2]1[CH:3]=[C:4]2[C:8](=[C:9]([C:11]3[N:16]=[CH:15][N:14]=[C:13]([OH:17])[CH:12]=3)[CH:10]=1)[N:7]([CH3:18])[N:6]=[CH:5]2.CN(C(ON1N=NC2C=CC=NC1=2)=[N+](C)C)C.F[P-](F)(F)(F)(F)F.C1CCN2C(=NCCC2)CC1.N[C@@H:55]1[C:71]2[CH:72]=[C:67]([CH:68]=[CH:69][CH:70]=2)[C:66]2[N:65]([CH:73]([F:75])[F:74])[N:64]=[CH:63][C:62]=2[NH:61][C:60](=[O:76])[C@H:59]([CH3:77])[CH2:58][CH2:57][CH2:56]1. (3) Given the product [ClH:62].[N:25]1[CH:26]=[CH:28][C:41]([CH2:42][N:12]([C@@H:4]([CH2:5][C:6]2[CH:7]=[CH:8][CH:9]=[CH:10][CH:11]=2)[C:1]([NH:54][CH2:55][C:56](=[O:61])[C:57]([CH3:60])([CH3:59])[CH3:58])=[O:3])[C:13](=[O:22])[OH:14])=[CH:31][CH:29]=1, predict the reactants needed to synthesize it. The reactants are: [C:1]([C@@H:4]([NH:12][C:13](=[O:22])[O:14]CC1C=CN=CC=1)[CH2:5][C:6]1[CH:11]=[CH:10][CH:9]=[CH:8][CH:7]=1)([OH:3])=O.CC[N:25]([CH:29]([CH3:31])C)[CH:26]([CH3:28])C.CN(C(ON1N=N[C:42]2C=CC=C[C:41]1=2)=[N+](C)C)C.[B-](F)(F)(F)F.[NH2:54][CH2:55][C:56](=[O:61])[C:57]([CH3:60])([CH3:59])[CH3:58].[ClH:62].CCOCC. (4) Given the product [C:18]1([C:29]2[CH:30]=[CH:31][CH:32]=[CH:33][CH:34]=2)[CH:19]=[CH:20][C:21](/[CH:24]=[CH:25]/[C:26]([NH:17][C:13]2[CH:12]=[C:11]3[C:16](=[CH:15][CH:14]=2)[N:8]([CH2:7][CH2:6][N:1]2[CH2:5][CH2:4][CH2:3][CH2:2]2)[N:9]=[CH:10]3)=[O:27])=[CH:22][CH:23]=1, predict the reactants needed to synthesize it. The reactants are: [N:1]1([CH2:6][CH2:7][N:8]2[C:16]3[C:11](=[CH:12][C:13]([NH2:17])=[CH:14][CH:15]=3)[CH:10]=[N:9]2)[CH2:5][CH2:4][CH2:3][CH2:2]1.[C:18]1([C:29]2[CH:34]=[CH:33][CH:32]=[CH:31][CH:30]=2)[CH:23]=[CH:22][C:21]([CH:24]=[CH:25][C:26](O)=[O:27])=[CH:20][CH:19]=1. (5) Given the product [Br:13][CH:5]1[C:4]2[C:9](=[CH:10][CH:11]=[C:2]([Br:1])[CH:3]=2)[C:8](=[O:12])[O:7][CH2:6]1, predict the reactants needed to synthesize it. The reactants are: [Br:1][C:2]1[CH:3]=[C:4]2[C:9](=[CH:10][CH:11]=1)[C:8](=[O:12])[O:7][CH2:6][CH2:5]2.[Br:13]N1C(=O)CCC1=O.C(OOC(=O)C1C=CC=CC=1)(=O)C1C=CC=CC=1. (6) Given the product [NH3:4].[CH3:3][OH:38].[CH:22]1([C:25]2[C:30]([N:31]3[CH:35]=[N:34][N:33]=[N:32]3)=[CH:29][C:28]([NH:36][C:3]3[N:8]=[C:7]([NH:9][CH:10]4[CH2:15][C:14]([CH3:17])([CH3:16])[N:13]([CH3:18])[C:12]([CH3:20])([CH3:19])[CH2:11]4)[C:6]([F:21])=[CH:5][N:4]=3)=[C:27]([F:37])[CH:26]=2)[CH2:24][CH2:23]1, predict the reactants needed to synthesize it. The reactants are: Cl.Cl[C:3]1[N:8]=[C:7]([NH:9][CH:10]2[CH2:15][C:14]([CH3:17])([CH3:16])[N:13]([CH3:18])[C:12]([CH3:20])([CH3:19])[CH2:11]2)[C:6]([F:21])=[CH:5][N:4]=1.[CH:22]1([C:25]2[C:30]([N:31]3[CH:35]=[N:34][N:33]=[N:32]3)=[CH:29][C:28]([NH2:36])=[C:27]([F:37])[CH:26]=2)[CH2:24][CH2:23]1.[OH2:38].C1(C)C=CC(S(O)(=O)=O)=CC=1. (7) Given the product [Cl:27][C:14]1[N:12]2[N:13]=[C:8]([C:3]3[CH:4]=[CH:5][CH:6]=[CH:7][C:2]=3[Cl:1])[C:9]([C:18]3[CH:23]=[CH:22][C:21]([Cl:24])=[CH:20][CH:19]=3)=[CH:10][C:11]2=[N:16][N:15]=1, predict the reactants needed to synthesize it. The reactants are: [Cl:1][C:2]1[CH:7]=[CH:6][CH:5]=[CH:4][C:3]=1[C:8]1[C:9]([C:18]2[CH:23]=[CH:22][C:21]([Cl:24])=[CH:20][CH:19]=2)=[CH:10][C:11]2[N:12]([C:14](=O)[NH:15][N:16]=2)[N:13]=1.P(Cl)(Cl)([Cl:27])=O.